Dataset: Forward reaction prediction with 1.9M reactions from USPTO patents (1976-2016). Task: Predict the product of the given reaction. (1) The product is: [C:4]([C:6]1[CH:7]=[C:8]([NH:12][C:13]2[N:18]=[C:17]([C:19]3[CH:24]=[CH:23][N:22]=[C:21]([Cl:25])[CH:20]=3)[CH:16]=[CH:15][N:14]=2)[CH:9]=[CH:10][CH:11]=1)([OH:5])=[O:3]. Given the reactants C([O:3][C:4]([C:6]1[CH:7]=[C:8]([NH:12][C:13]2[N:18]=[C:17]([C:19]3[CH:24]=[CH:23][N:22]=[C:21]([Cl:25])[CH:20]=3)[CH:16]=[CH:15][N:14]=2)[CH:9]=[CH:10][CH:11]=1)=[O:5])C.[OH-].[Li+], predict the reaction product. (2) Given the reactants [OH:1][NH:2][C:3]([C:5]1([C:8]([F:11])([F:10])[F:9])[CH2:7][CH2:6]1)=[NH:4].Cl.C(N=C=NCCCN(C)C)C.[C:24]([O:28][C:29]([N:31]1[CH2:35][CH2:34][CH2:33][C@H:32]1[C:36](O)=O)=[O:30])([CH3:27])([CH3:26])[CH3:25].C(N(CC)C(C)C)(C)C, predict the reaction product. The product is: [C:24]([O:28][C:29]([N:31]1[CH2:35][CH2:34][CH2:33][C@H:32]1[C:36]1[O:1][N:2]=[C:3]([C:5]2([C:8]([F:10])([F:9])[F:11])[CH2:6][CH2:7]2)[N:4]=1)=[O:30])([CH3:27])([CH3:25])[CH3:26]. (3) Given the reactants [CH3:1][C:2]([CH:12]=[CH2:13])([C:6]([CH3:11])([CH3:10])[CH2:7][CH:8]=[CH2:9])[CH2:3][CH2:4][OH:5].CCN(CC)CC.[C:21](OC(=O)C)(=[O:23])[CH3:22], predict the reaction product. The product is: [C:21]([O:5][CH2:4][CH2:3][C:2]([CH3:1])([CH:12]=[CH2:13])[C:6]([CH3:11])([CH3:10])[CH2:7][CH:8]=[CH2:9])(=[O:23])[CH3:22]. (4) Given the reactants [C:1]([O:5][C:6](=[O:26])[NH:7][N:8]1[C:17](=[O:18])[C:16]2[C:11](=[C:12]([Cl:21])[C:13](F)=[C:14]([F:19])[CH:15]=2)[N:10]([CH:22]2[CH2:24][CH2:23]2)[C:9]1=[O:25])([CH3:4])([CH3:3])[CH3:2].[NH:27]1[CH2:31][CH2:30][CH:29](NC)[CH2:28]1.C([N:36]([CH2:39]C)CC)C.[CH3:41][S:42](Cl)(=[O:44])=[O:43], predict the reaction product. The product is: [C:1]([O:5][C:6](=[O:26])[NH:7][N:8]1[C:17](=[O:18])[C:16]2[C:11](=[C:12]([Cl:21])[C:13]([N:27]3[CH2:31][CH2:30][CH:29]([CH2:39][NH:36][S:42]([CH3:41])(=[O:44])=[O:43])[CH2:28]3)=[C:14]([F:19])[CH:15]=2)[N:10]([CH:22]2[CH2:24][CH2:23]2)[C:9]1=[O:25])([CH3:3])([CH3:2])[CH3:4]. (5) Given the reactants [OH:1][C:2]1[CH:7]=[CH:6][CH:5]=[CH:4][C:3]=1[C:8](=[O:17])[CH2:9][C:10]([O:12][C:13]([CH3:16])([CH3:15])[CH3:14])=[O:11].[CH:18](=O)[C:19]1[CH:24]=[CH:23][C:22]([O:25][CH3:26])=[CH:21][CH:20]=1.C([O-])(=O)C.[NH2+]1CCCCC1.S([O-])([O-])(=O)=O.[Na+].[Na+], predict the reaction product. The product is: [OH:1][C:2]1[CH:7]=[CH:6][CH:5]=[CH:4][C:3]=1[C:8](/[C:9](=[CH:18]\[C:19]1[CH:24]=[CH:23][C:22]([O:25][CH3:26])=[CH:21][CH:20]=1)/[C:10]([O:12][C:13]([CH3:14])([CH3:16])[CH3:15])=[O:11])=[O:17]. (6) Given the reactants [CH2:1]([N:5]1[C:9](=[O:10])[C:8]2=[CH:11][CH:12]=[CH:13][CH:14]=[C:7]2[C:6]1=[O:15])[CH2:2][C:3]#[CH:4].[N:16]([CH2:19][O:20][C:21](=[O:26])[C:22]([CH3:25])([CH3:24])[CH3:23])=[N+:17]=[N-:18].O=C1O[C@H]([C@H](CO)O)C([O-])=C1O.[Na+].N, predict the reaction product. The product is: [O:15]=[C:6]1[C:7]2[C:8](=[CH:11][CH:12]=[CH:13][CH:14]=2)[C:9](=[O:10])[N:5]1[CH2:1][CH2:2][C:3]1[N:18]=[N:17][N:16]([CH2:19][O:20][C:21](=[O:26])[C:22]([CH3:24])([CH3:23])[CH3:25])[CH:4]=1. (7) Given the reactants [Cl:1][C:2]1[CH:7]=[CH:6][C:5]([S:8]([N:11]2[CH:16]3[CH2:17][CH2:18][CH2:19][CH:12]2[C:13](=[CH:21]O)[C:14](=O)[CH2:15]3)(=[O:10])=[O:9])=[CH:4][CH:3]=1.[NH2:23][C:24]1[CH:28]=[C:27]([CH3:29])[NH:26][N:25]=1, predict the reaction product. The product is: [Cl:1][C:2]1[CH:7]=[CH:6][C:5]([S:8]([N:11]2[CH:16]3[CH2:17][CH2:18][CH2:19][CH:12]2[C:13]2[CH:21]=[N:23][C:24]4[N:25]([C:14]=2[CH2:15]3)[N:26]=[C:27]([CH3:29])[CH:28]=4)(=[O:10])=[O:9])=[CH:4][CH:3]=1.